Dataset: NCI-60 drug combinations with 297,098 pairs across 59 cell lines. Task: Regression. Given two drug SMILES strings and cell line genomic features, predict the synergy score measuring deviation from expected non-interaction effect. (1) Drug 1: C1CC(=O)NC(=O)C1N2CC3=C(C2=O)C=CC=C3N. Drug 2: C1CN(P(=O)(OC1)NCCCl)CCCl. Cell line: UO-31. Synergy scores: CSS=-0.452, Synergy_ZIP=-0.627, Synergy_Bliss=-3.33, Synergy_Loewe=-3.26, Synergy_HSA=-3.79. (2) Drug 1: CC1=CC=C(C=C1)C2=CC(=NN2C3=CC=C(C=C3)S(=O)(=O)N)C(F)(F)F. Drug 2: COC1=NC(=NC2=C1N=CN2C3C(C(C(O3)CO)O)O)N. Cell line: HL-60(TB). Synergy scores: CSS=4.40, Synergy_ZIP=-0.710, Synergy_Bliss=-8.14, Synergy_Loewe=3.66, Synergy_HSA=-3.15. (3) Drug 1: CN1CCC(CC1)COC2=C(C=C3C(=C2)N=CN=C3NC4=C(C=C(C=C4)Br)F)OC. Drug 2: B(C(CC(C)C)NC(=O)C(CC1=CC=CC=C1)NC(=O)C2=NC=CN=C2)(O)O. Cell line: MOLT-4. Synergy scores: CSS=49.6, Synergy_ZIP=10.9, Synergy_Bliss=13.0, Synergy_Loewe=-3.57, Synergy_HSA=14.6. (4) Drug 2: C1CN(CCN1C(=O)CCBr)C(=O)CCBr. Synergy scores: CSS=-0.910, Synergy_ZIP=-1.20, Synergy_Bliss=-2.97, Synergy_Loewe=-9.45, Synergy_HSA=-9.04. Drug 1: CN(C)N=NC1=C(NC=N1)C(=O)N. Cell line: OVCAR-5. (5) Drug 1: CC=C1C(=O)NC(C(=O)OC2CC(=O)NC(C(=O)NC(CSSCCC=C2)C(=O)N1)C(C)C)C(C)C. Cell line: HOP-92. Synergy scores: CSS=13.1, Synergy_ZIP=-0.0992, Synergy_Bliss=0.0307, Synergy_Loewe=-54.3, Synergy_HSA=-0.285. Drug 2: C1=CN(C=N1)CC(O)(P(=O)(O)O)P(=O)(O)O. (6) Drug 1: CCC1(CC2CC(C3=C(CCN(C2)C1)C4=CC=CC=C4N3)(C5=C(C=C6C(=C5)C78CCN9C7C(C=CC9)(C(C(C8N6C)(C(=O)OC)O)OC(=O)C)CC)OC)C(=O)OC)O.OS(=O)(=O)O. Drug 2: CCN(CC)CCCC(C)NC1=C2C=C(C=CC2=NC3=C1C=CC(=C3)Cl)OC. Cell line: K-562. Synergy scores: CSS=50.5, Synergy_ZIP=-7.97, Synergy_Bliss=-6.76, Synergy_Loewe=-22.8, Synergy_HSA=-7.22.